From a dataset of Catalyst prediction with 721,799 reactions and 888 catalyst types from USPTO. Predict which catalyst facilitates the given reaction. (1) Reactant: [O-]CC.[Na+].[CH2:5]([O:7][C:8]([N:10]1[CH2:16][CH2:15][C:14]2[CH:17]=[C:18]([CH:20]=O)[S:19][C:13]=2[CH2:12][CH2:11]1)=[O:9])[CH3:6].[N:22]([CH2:25][C:26]([O:28][CH2:29][CH3:30])=[O:27])=[N+:23]=[N-:24]. Product: [CH2:5]([O:7][C:8]([N:10]1[CH2:16][CH2:15][C:14]2[CH:17]=[C:18]([CH:20]=[C:25]([N:22]=[N+:23]=[N-:24])[C:26]([O:28][CH2:29][CH3:30])=[O:27])[S:19][C:13]=2[CH2:12][CH2:11]1)=[O:9])[CH3:6]. The catalyst class is: 8. (2) Reactant: [C:1]([C:5]1[O:9][N:8]=[C:7]([NH:10][C:11](=[O:17])[O:12][C:13]([CH3:16])([CH3:15])[CH3:14])[CH:6]=1)([CH3:4])([CH3:3])[CH3:2].C([Li])CCC.[F:23]N1C(=O)CCC1=O. Product: [C:13]([O:12][C:11](=[O:17])[NH:10][C:7]1[C:6]([F:23])=[C:5]([C:1]([CH3:4])([CH3:2])[CH3:3])[O:9][N:8]=1)([CH3:16])([CH3:15])[CH3:14]. The catalyst class is: 7.